This data is from NCI-60 drug combinations with 297,098 pairs across 59 cell lines. The task is: Regression. Given two drug SMILES strings and cell line genomic features, predict the synergy score measuring deviation from expected non-interaction effect. (1) Drug 1: C1=CC(=CC=C1CC(C(=O)O)N)N(CCCl)CCCl.Cl. Drug 2: CC=C1C(=O)NC(C(=O)OC2CC(=O)NC(C(=O)NC(CSSCCC=C2)C(=O)N1)C(C)C)C(C)C. Cell line: NCI-H522. Synergy scores: CSS=67.4, Synergy_ZIP=11.1, Synergy_Bliss=10.9, Synergy_Loewe=-36.5, Synergy_HSA=12.1. (2) Drug 1: C1=NC2=C(N=C(N=C2N1C3C(C(C(O3)CO)O)O)F)N. Drug 2: CC1=C(C(=CC=C1)Cl)NC(=O)C2=CN=C(S2)NC3=CC(=NC(=N3)C)N4CCN(CC4)CCO. Cell line: 786-0. Synergy scores: CSS=0.454, Synergy_ZIP=5.40, Synergy_Bliss=9.39, Synergy_Loewe=0.456, Synergy_HSA=1.20.